This data is from Peptide-MHC class I binding affinity with 185,985 pairs from IEDB/IMGT. The task is: Regression. Given a peptide amino acid sequence and an MHC pseudo amino acid sequence, predict their binding affinity value. This is MHC class I binding data. (1) The binding affinity (normalized) is 0.969. The peptide sequence is VISVIFYFI. The MHC is HLA-A02:02 with pseudo-sequence HLA-A02:02. (2) The peptide sequence is HEVHAVWPG. The MHC is HLA-A02:06 with pseudo-sequence HLA-A02:06. The binding affinity (normalized) is 0.0847. (3) The peptide sequence is VSSKKCTAL. The MHC is HLA-B40:01 with pseudo-sequence HLA-B40:01. The binding affinity (normalized) is 0.0847.